Dataset: Peptide-MHC class I binding affinity with 185,985 pairs from IEDB/IMGT. Task: Regression. Given a peptide amino acid sequence and an MHC pseudo amino acid sequence, predict their binding affinity value. This is MHC class I binding data. (1) The peptide sequence is RNATIPLFCAT. The MHC is Mamu-A02 with pseudo-sequence Mamu-A02. The binding affinity (normalized) is 0. (2) The peptide sequence is HPDFCKNRRY. The MHC is HLA-B35:01 with pseudo-sequence HLA-B35:01. The binding affinity (normalized) is 0.288. (3) The MHC is HLA-B57:01 with pseudo-sequence HLA-B57:01. The peptide sequence is FPRYPLNVL. The binding affinity (normalized) is 0.0847. (4) The peptide sequence is GIADFIIFK. The MHC is HLA-A02:19 with pseudo-sequence HLA-A02:19. The binding affinity (normalized) is 0.0847.